This data is from Full USPTO retrosynthesis dataset with 1.9M reactions from patents (1976-2016). The task is: Predict the reactants needed to synthesize the given product. (1) Given the product [Br:2][C:3]1[CH:8]=[C:7]([F:9])[CH:6]=[C:5]2[C:4]=1[NH:10][C:13]1[CH:14]([CH2:19][C:20]([O:22][CH2:23][CH3:24])=[O:21])[CH2:15][CH2:16][CH2:17][C:18]2=1, predict the reactants needed to synthesize it. The reactants are: [Cl-].[Br:2][C:3]1[CH:8]=[C:7]([F:9])[CH:6]=[CH:5][C:4]=1[NH:10][NH3+].O=[C:13]1[CH2:18][CH2:17][CH2:16][CH2:15][CH:14]1[CH2:19][C:20]([O:22][CH2:23][CH3:24])=[O:21]. (2) Given the product [CH:39]([O:38][C:33]([O:34][CH:35]([O:32][P:29]([C:26]([C:3]1[CH:4]=[CH:5][C:6]([CH2:8][N:9]2[C:13]([C:14]3[CH:15]=[CH:16][C:17]([S:20]([CH3:23])(=[O:22])=[O:21])=[CH:18][CH:19]=3)=[CH:12][N:11]([CH3:24])[C:10]2=[O:25])=[CH:7][C:2]=1[Br:1])([F:27])[F:28])(=[O:31])[OH:30])[CH3:36])=[O:42])([CH3:41])[CH3:40], predict the reactants needed to synthesize it. The reactants are: [Br:1][C:2]1[CH:7]=[C:6]([CH2:8][N:9]2[C:13]([C:14]3[CH:19]=[CH:18][C:17]([S:20]([CH3:23])(=[O:22])=[O:21])=[CH:16][CH:15]=3)=[CH:12][N:11]([CH3:24])[C:10]2=[O:25])[CH:5]=[CH:4][C:3]=1[C:26]([P:29](=[O:32])([OH:31])[OH:30])([F:28])[F:27].[C:33](=[O:42])([O:38][CH:39]([CH3:41])[CH3:40])[O:34][CH:35](Cl)[CH3:36]. (3) Given the product [C:1]1([S:7]([NH:10][CH2:11][C@H:12]2[CH2:17][CH2:16][C@H:15]([C:18]([NH:20][C:21]3[CH2:29][C@H:28]4[C@H:23]([CH2:24][CH2:25][C:26]5[CH:33]=[C:32]([OH:34])[CH:31]=[CH:30][C:27]=54)[N:22]=3)=[O:19])[CH2:14][CH2:13]2)(=[O:9])=[O:8])[CH:2]=[CH:3][CH:4]=[CH:5][CH:6]=1, predict the reactants needed to synthesize it. The reactants are: [C:1]1([S:7]([NH:10][CH2:11][C@H:12]2[CH2:17][CH2:16][C@H:15]([C:18]([NH:20][C:21]3[CH2:29][C@H:28]4[C@H:23]([CH2:24][CH2:25][C:26]5[CH:33]=[C:32]([O:34]C)[CH:31]=[CH:30][C:27]=54)[N:22]=3)=[O:19])[CH2:14][CH2:13]2)(=[O:9])=[O:8])[CH:6]=[CH:5][CH:4]=[CH:3][CH:2]=1.B(Br)(Br)Br.Cl. (4) Given the product [F:8][C:4]1[N:3]=[C:2]([C:17]2[CH:22]=[CH:21][N:20]=[C:19]3[N:23]([S:26]([C:29]4[CH:34]=[CH:33][C:32]([CH3:35])=[CH:31][CH:30]=4)(=[O:27])=[O:28])[CH:24]=[CH:25][C:18]=23)[CH:7]=[CH:6][CH:5]=1, predict the reactants needed to synthesize it. The reactants are: Br[C:2]1[CH:7]=[CH:6][CH:5]=[C:4]([F:8])[N:3]=1.CC1(C)C(C)(C)OB([C:17]2[CH:22]=[CH:21][N:20]=[C:19]3[N:23]([S:26]([C:29]4[CH:34]=[CH:33][C:32]([CH3:35])=[CH:31][CH:30]=4)(=[O:28])=[O:27])[CH:24]=[CH:25][C:18]=23)O1.C([O-])([O-])=O.[Na+].[Na+]. (5) Given the product [F:21][C:2]([F:1])([F:20])[C:3]1[C:4]2[N:5]([CH:28]=[CH:29][N:19]=2)[CH:6]=[C:7]([C:9]2[CH:14]=[CH:13][C:12]([C:15]([F:18])([F:17])[F:16])=[CH:11][CH:10]=2)[CH:8]=1, predict the reactants needed to synthesize it. The reactants are: [F:1][C:2]([F:21])([F:20])[C:3]1[C:4]([NH2:19])=[N:5][CH:6]=[C:7]([C:9]2[CH:14]=[CH:13][C:12]([C:15]([F:18])([F:17])[F:16])=[CH:11][CH:10]=2)[CH:8]=1.C([O-])(O)=O.[Na+].Cl[CH2:28][CH:29]=O.O.